From a dataset of Experimentally validated miRNA-target interactions with 360,000+ pairs, plus equal number of negative samples. Binary Classification. Given a miRNA mature sequence and a target amino acid sequence, predict their likelihood of interaction. The miRNA is hsa-miR-6834-3p with sequence UAUGUCCCAUCCCUCCAUCA. The protein sequence of the target gene is MASRGVVGIFFLSAVPLVCLELRRGIPDIGIKDFLLLCGRILLLLALLTLIISVTTSWLNSFKSPQVYLKEEEEKNEKRQKLVRKKQQEAQGEKASRYIENVLKPHQEMKLRKLEERFYQMTGEAWKLSSGHKLGGDEGTSQTSFETSNREAAKSQNLPKPLTEFPSPAEQPTCKEIPDLPEEPSQTAEEVVTVALRCPSGNVLRRRFLKSYSSQVLFDWMTRIGYHISLYSLSTSFPRRPLAVEGGQSLEDIGITVDTVLILEEKEQTN. Result: 0 (no interaction).